Dataset: Experimentally validated miRNA-target interactions with 360,000+ pairs, plus equal number of negative samples. Task: Binary Classification. Given a miRNA mature sequence and a target amino acid sequence, predict their likelihood of interaction. (1) The miRNA is hsa-miR-1246 with sequence AAUGGAUUUUUGGAGCAGG. The protein sequence of the target gene is MVPREAPESAQCLCPSLTIPNAKDVLRKRHKRRSRQHQRFMARKALLQEQGLLSMPPEPGSSPLPTPFGAATATEAASSGKQCLRAGSGSAPCSRRPAPGKASGPLPSKCVAIDCEMVGTGPRGRVSELARCSIVSYHGNVLYDKYIRPEMPIADYRTRWSGITRQHMRKAVPFQVAQKEILKLLKGKVVVGHALHNDFQALKYVHPRSQTRDTTYVPNFLSEPGLHTRARVSLKDLALQLLHKKIQVGQHGHSSVEDATTAMELYRLVEVQWEQQEARSLWTCPEDREPDSSTDMEQYM.... Result: 0 (no interaction). (2) The miRNA is hsa-miR-4445-5p with sequence AGAUUGUUUCUUUUGCCGUGCA. The protein sequence of the target gene is MLQTPESRGLPVPQAEGEKDGGHDGETRAPTASQERPKEELGAGREEGAAEPALTRKGARALAAKALARRRAYRRLNRTVAELVQFLLVKDKKKSPITRSEMVKYVIGDLKILFPDIIARAAEHLRYVFGFELKQFDRKHHTYILINKLKPLEEEEEEDLGGDGPRLGLLMMILGLIYMRGNSAREAQVWEMLRRLGVQPSKYHFLFGYPKRLIMEDFVQQRYLSYRRVPHTNPPEYEFSWGPRSNLEISKMEVLGFVAKLHKKEPQHWPVQYREALADEADRARAKARAEASMRARASA.... Result: 0 (no interaction). (3) The miRNA is rno-miR-146a-5p with sequence UGAGAACUGAAUUCCAUGGGUU. The protein sequence of the target gene is MDVKERKPYRSLTRRRDAERRYTSSSADSEEGKAPQKSYSSSETLKAYDQDARLAYGSRVKDIVPQEAEEFCRTGANFTLRELGLEEVTPPHGTLYRTDIGLPHCGYSMGAGSDADMEADTVLSPEHPVRLWGRSTRSGRSSCLSSRANSNLTLTDTEHENTETDHPGGLQNHARLRTPPPPLSHAHTPNQHHAASINSLNRGNFTPRSNPSPAPTDHSLSGEPPAGGAQEPAHAQENWLLNSNIPLETRNLGKQPFLGTLQDNLIEMDILGASRHDGAYSDGHFLFKPGGTSPLFCTTS.... Result: 0 (no interaction). (4) The miRNA is ath-miR173-5p with sequence UUCGCUUGCAGAGAGAAAUCAC. The protein sequence of the target gene is MFSWLGNDDRRKKDPEVFQTVSDGLKKLYKTKLLPLEEYYRFHEFHSPALEDADFDNKPMVLLVGQYSTGKTTFIRYLLEQDFPGMRIGPEPTTDSFIAVMQGDVEGIIPGNALVVDPKKPFRKLNAFGNAFLNRFVCAQLPNAVLESISVIDTPGILSGEKQRISRGYDFAAVLEWFAERVDRIILLFDAHKLDISDEFSEVIKALKNHEDKMRVVLNKADQIETQQLMRVYGALMWSLGKIVNTPEVIRVYIGSFWSHPLLIPDNRKLFEAEEQDLFRDIQSLPRNAALRKLNDLIKR.... Result: 0 (no interaction). (5) The miRNA is hsa-miR-3140-5p with sequence ACCUGAAUUACCAAAAGCUUU. The protein sequence of the target gene is MTLLEPEMLMMAVQSVLQLKLQQRRTREELVSQGIMPPLKSPAAFHEQRRSLERARTEDYLKRKIRSRPERAELVRMHILEETSAEPSLQAKQLKLKRARLADDLNEKIAQRPGPMELVEKNILPVESSLKEAIIVGQVNYPKVADSSSFDEDSSDALSPEQPASHESQGSVPSPLESRVSDPLPSATSISPTQVLSQLPMAPDPGETLFLAEQPPLPPAPLLPPSLANGSIVPTAKPAPTLIKQSQPKSASEKSQRSKKAKELKPKVKKLKYHQYIPPDQKQDKGAPAMDSSYAKILQQ.... Result: 0 (no interaction). (6) The miRNA is hsa-miR-548at-5p with sequence AAAAGUUAUUGCGGUUUUGGCU. The protein sequence of the target gene is MSRQSTLYSFFPKSPALSDANKASARASREGGRAAAAPGASPSPGGDAAWSEAGPGPRPLARSASPPKAKNLNGGLRRSVAPAAPTSCDFSPGDLVWAKMEGYPWWPCLVYNHPFDGTFIREKGKSVRVHVQFFDDSPTRGWVSKRLLKPYTGSKSKEAQKGGHFYSAKPEILRAMQRADEALNKDKIKRLELAVCDEPSEPEEEEEMEVGTTYVTDKSEEDNEIESEEEVQPKTQGSRRSSRQIKKRRVISDSESDIGGSDVEFKPDTKEEGSSDEISSGVGDSESEGLNSPVKVARKR.... Result: 1 (interaction). (7) The miRNA is hsa-miR-6499-3p with sequence AGCAGUGUUUGUUUUGCCCACA. The protein sequence of the target gene is MFSVESLERAELCESLLTWIQTFNVDAPCQTVEDLTNGVVMAQVLQKIDPAYFDENWLNRIKTEVGDNWRLKISNLKKILKGILDYNHEILGQQINDFTLPDVNLIGEHSDAAELGRMLQLILGCAVNCEQKQEYIQAIMMMEESVQHVVMTAIQELMSKESPVSAGNDAYVDLDRQLKKTTEELNEALSAKEEIAQRCHELDMQVAALQEEKSSLLAENQVLMERLNQSDSIEDPNSPAGRRHLQLQTQLEQLQEETFRLEAAKDDYRIRCEELEKEISELRQQNDELTTLADEAQSLK.... Result: 1 (interaction). (8) The protein sequence of the target gene is MGGKNKQRTKGNLRPSNSGRAAELLAKEQGTVPGFIGFGTSQSDLGYVPAIQGAEEIDSLVDSDFRMVLRKLSKKDVTTKLKAMQEFGTMCTERDTETVKGVLPYWPRIFCKISLDHDRRVREATQQAFEKLILKVKKQLAPYLKSLMGYWLMAQCDTYTPAAFAAKDAFEAAFPPSKQPEAIAFCKDEITSVLQDHLIKETPDTLSDPQTVPEEEREAKFYRVVTCSLLALKRLLCLLPDNELDSLEEKFKSLLSQNKFWKYGKHSVPQIRSAYFELVSALCQRIPQLMKEEASKVSPS.... The miRNA is mmu-miR-7663-5p with sequence GCUGCUUGGUGAUCAUCCACUGU. Result: 0 (no interaction). (9) Result: 1 (interaction). The protein sequence of the target gene is MAEPFLSEYQHQPQTSNCTGAAAVQEELNPERPPGAEERVPEEDSRWQSRAFPQLGGRPGPEGEGSLESQPPPLQTQACPESSCLREGEKGQNGDDSSAGGDFPPPAEVEPTPEAELLAQPCHDSEASKLGAPAAGGEEEWGQQQRQLGKKKHRRRPSKKKRHWKPYYKLTWEEKKKFDEKQSLRASRIRAEMFAKGQPVAPYNTTQFLMDDHDQEEPDLKTGLYSKRAAAKSDDTSDDDFMEEGGEEDGGSDGMGGDGSEFLQRDFSETYERYHTESLQNMSKQELIKEYLELEKCLSR.... The miRNA is hsa-miR-17-5p with sequence CAAAGUGCUUACAGUGCAGGUAG. (10) The miRNA is hsa-miR-4281 with sequence GGGUCCCGGGGAGGGGGG. The protein sequence of the target gene is MTGAEIESGAQVKPEKKPGEEVVGGAEIENDVPLVVRPKVRTQAQIMPGARPKNKSKVMPGASTKVETSAVGGARPKSKAKAIPVSRFKEEAQMWAQPRFGAERLSKTERNSQTNIIASPLVSTDSVLVAKTKYLSEDRELVNTDTESFPRRKAHYQAGFQPSFRSKEETNMGSWCCPRPTSKQEASPNSDFKWVDKSVSSLFWSGDEVTAKFHPGNRVKDSNRSMHMANQEANTMSRSQTNQELYIASSSGSEDESVKTPWFWARDKTNTWSGPREDPNSRSRFRSKKEVYVESSSGSE.... Result: 0 (no interaction).